From a dataset of Forward reaction prediction with 1.9M reactions from USPTO patents (1976-2016). Predict the product of the given reaction. (1) The product is: [OH:29][C@@H:25]1[CH2:26][CH2:27][CH2:28][C@H:24]1[NH:23][C:18]([C:14]1[S:13][C:12](/[CH:11]=[CH:10]/[C:9]2[C:5]([CH2:1][CH2:2][CH2:3][CH3:4])=[N:6][O:7][C:8]=2[CH3:21])=[N:16][C:15]=1[CH3:17])=[O:20]. Given the reactants [CH2:1]([C:5]1[C:9](/[CH:10]=[CH:11]/[C:12]2[S:13][C:14]([C:18]([OH:20])=O)=[C:15]([CH3:17])[N:16]=2)=[C:8]([CH3:21])[O:7][N:6]=1)[CH2:2][CH2:3][CH3:4].Cl.[NH2:23][C@@H:24]1[CH2:28][CH2:27][CH2:26][C@H:25]1[OH:29], predict the reaction product. (2) Given the reactants [Cl:1][C:2]1[CH:7]=[CH:6][CH:5]=[C:4]([F:8])[C:3]=1[C:9](=O)[CH2:10][C:11]1[CH:16]=[C:15]([C:17]2[N:21]([CH3:22])[N:20]=[C:19]([C:23]3[CH:28]=[CH:27][CH:26]=[CH:25][N:24]=3)[N:18]=2)[CH:14]=[CH:13][C:12]=1[N+:29]([O-])=O, predict the reaction product. The product is: [Cl:1][C:2]1[CH:7]=[CH:6][CH:5]=[C:4]([F:8])[C:3]=1[C:9]1[NH:29][C:12]2[C:11]([CH:10]=1)=[CH:16][C:15]([C:17]1[N:21]([CH3:22])[N:20]=[C:19]([C:23]3[CH:28]=[CH:27][CH:26]=[CH:25][N:24]=3)[N:18]=1)=[CH:14][CH:13]=2. (3) Given the reactants [C:1](=O)([O-])[O-].[K+].[K+].[OH:7][C:8]([CH2:22][CH2:23][CH3:24])=[CH:9][C:10]([C:12]1[CH:17]=[CH:16][CH:15]=[C:14]([C:18]([F:21])([F:20])[F:19])[CH:13]=1)=[O:11].IC, predict the reaction product. The product is: [CH3:1][CH:9]([C:8](=[O:7])[CH2:22][CH2:23][CH3:24])[C:10]([C:12]1[CH:17]=[CH:16][CH:15]=[C:14]([C:18]([F:19])([F:20])[F:21])[CH:13]=1)=[O:11].